From a dataset of Forward reaction prediction with 1.9M reactions from USPTO patents (1976-2016). Predict the product of the given reaction. (1) Given the reactants [CH3:1][O:2][C:3]1[CH:4]=[C:5]([C:11]2[CH2:15][CH:14]([CH2:16][CH2:17][CH2:18][CH:19]=O)[O:13][N:12]=2)[CH:6]=[CH:7][C:8]=1[O:9][CH3:10].[C:21]1([CH:27]([C:34]2[CH:39]=[CH:38][CH:37]=[CH:36][CH:35]=2)[N:28]2[CH2:33][CH2:32][NH:31][CH2:30][CH2:29]2)[CH:26]=[CH:25][CH:24]=[CH:23][CH:22]=1.[BH-](OC(C)=O)(OC(C)=O)OC(C)=O.[Na+], predict the reaction product. The product is: [CH:27]([N:28]1[CH2:33][CH2:32][N:31]([CH2:19][CH2:18][CH2:17][CH2:16][CH:14]2[O:13][N:12]=[C:11]([C:5]3[CH:6]=[CH:7][C:8]([O:9][CH3:10])=[C:3]([O:2][CH3:1])[CH:4]=3)[CH2:15]2)[CH2:30][CH2:29]1)([C:34]1[CH:39]=[CH:38][CH:37]=[CH:36][CH:35]=1)[C:21]1[CH:26]=[CH:25][CH:24]=[CH:23][CH:22]=1. (2) Given the reactants FC(F)(F)C(O)=O.C(OC([NH:15][CH2:16][CH2:17][CH2:18][N:19]1[CH2:24][CH2:23][C:22]([CH3:31])([C:25]2[CH:30]=[CH:29][CH:28]=[CH:27][CH:26]=2)[CH2:21][CH2:20]1)O)(C)(C)C, predict the reaction product. The product is: [CH3:31][C:22]1([C:25]2[CH:26]=[CH:27][CH:28]=[CH:29][CH:30]=2)[CH2:21][CH2:20][N:19]([CH2:18][CH2:17][CH2:16][NH2:15])[CH2:24][CH2:23]1.